This data is from HIV replication inhibition screening data with 41,000+ compounds from the AIDS Antiviral Screen. The task is: Binary Classification. Given a drug SMILES string, predict its activity (active/inactive) in a high-throughput screening assay against a specified biological target. (1) The drug is COc1cc(C)cc2c(-c3c(O)cc(O)c4c3CC(C)NC4C)cc(-c3cc(-c4c(O)cc(O)c5c4CC(C)NC5C)c4cc(C)cc(OC)c4c3O)c(O)c12. The result is 1 (active). (2) The molecule is Cc1cc(-c2ccc(N=Nc3cc(S(=O)(=O)O)c4cccnc4c3O)c(C)c2)ccc1N=Nc1cc(S(=O)(=O)O)c2cccnc2c1O.[NaH]. The result is 1 (active). (3) The molecule is COc1cccc2c(=O)oc(-c3ccc(C(C)(C)C)cc3)nc12. The result is 0 (inactive). (4) The molecule is O=C(Cn1c(=O)oc2ccccc21)N(c1ccccc1)c1ccccc1. The result is 0 (inactive). (5) The drug is O=c1c2c(oc3ccccc13)-c1ccccc1OC2. The result is 0 (inactive). (6) The compound is Nc1cc(S(N)(=O)=O)ccc1SSc1ccc(S(N)(=O)=O)cc1N. The result is 1 (active). (7) The molecule is CCOP(=O)(OCC)C(C#N)=Cc1ccc(-c2cc(C(F)(F)F)cc(C(F)(F)F)c2)o1. The result is 0 (inactive).